From a dataset of Full USPTO retrosynthesis dataset with 1.9M reactions from patents (1976-2016). Predict the reactants needed to synthesize the given product. (1) Given the product [NH2:1][C:2]1[N:7]=[C:6]([N:8]2[CH2:9][CH2:10][C:11]3([CH2:15][NH:14][C@H:13]([C:23]([OH:25])=[O:24])[CH2:12]3)[CH2:28][CH2:29]2)[CH:5]=[C:4]([O:30][C@H:31]([C:36]2[CH:41]=[C:40]([CH2:42][CH2:43][CH3:44])[CH:39]=[CH:38][C:37]=2[C:45]2[CH:50]=[CH:49][CH:48]=[C:47]([S:51]([CH3:54])(=[O:53])=[O:52])[CH:46]=2)[C:32]([F:35])([F:33])[F:34])[N:3]=1, predict the reactants needed to synthesize it. The reactants are: [NH2:1][C:2]1[N:7]=[C:6]([N:8]2[CH2:29][CH2:28][C:11]3([CH2:15][N:14](C(OC(C)(C)C)=O)[C@H:13]([C:23]([O:25]CC)=[O:24])[CH2:12]3)[CH2:10][CH2:9]2)[CH:5]=[C:4]([O:30][C@H:31]([C:36]2[CH:41]=[C:40]([CH2:42][CH2:43][CH3:44])[CH:39]=[CH:38][C:37]=2[C:45]2[CH:50]=[CH:49][CH:48]=[C:47]([S:51]([CH3:54])(=[O:53])=[O:52])[CH:46]=2)[C:32]([F:35])([F:34])[F:33])[N:3]=1.C(O)(C(F)(F)F)=O. (2) Given the product [ClH:1].[ClH:1].[OH:64][CH:61]1[CH2:62][CH2:63][N:58]([C@@H:3]([CH3:4])[CH2:13][N:14]2[CH2:19][CH2:18][CH:17]([NH:20][C:21]([C:23]3[NH:24][C:25]4[C:30]([CH:31]=3)=[C:29]([O:32][CH2:33][C:34]3[C:38]5[C:39]([F:44])=[CH:40][C:41]([F:43])=[CH:42][C:37]=5[O:36][CH:35]=3)[CH:28]=[CH:27][CH:26]=4)=[O:22])[CH2:16][CH2:15]2)[CH2:59][CH2:60]1, predict the reactants needed to synthesize it. The reactants are: [ClH:1].Cl.[C@H:3]1([CH2:13][N:14]2[CH2:19][CH2:18][CH:17]([NH:20][C:21]([C:23]3[NH:24][C:25]4[C:30]([CH:31]=3)=[C:29]([O:32][CH2:33][C:34]3[C:38]5[C:39]([F:44])=[CH:40][C:41]([F:43])=[CH:42][C:37]=5[O:36][CH:35]=3)[CH:28]=[CH:27][CH:26]=4)=[O:22])[CH2:16][CH2:15]2)[C@@H]2N(CCCC2)CC[CH2:4]1.Cl.Cl.Cl.NC1CCN(C[C@@H]([N:58]2[CH2:63][CH2:62][CH:61]([OH:64])[CH2:60][CH2:59]2)C)CC1. (3) Given the product [CH:6]1([CH2:9][O:10][C:11]2[CH:12]=[CH:13][C:14]([N:17]3[C:22](=[O:23])[C:21]4[NH:24][CH:25]=[CH:26][C:20]=4[N:19]=[C:18]3[S:27][CH2:29][CH2:30][O:31][CH2:32][CH3:33])=[CH:15][CH:16]=2)[CH2:7][CH2:8]1, predict the reactants needed to synthesize it. The reactants are: C(=O)([O-])O.[Na+].[CH:6]1([CH2:9][O:10][C:11]2[CH:16]=[CH:15][C:14]([N:17]3[C:22](=[O:23])[C:21]4[NH:24][CH:25]=[CH:26][C:20]=4[NH:19][C:18]3=[S:27])=[CH:13][CH:12]=2)[CH2:8][CH2:7]1.Cl[CH2:29][CH2:30][O:31][CH2:32][CH3:33].[I-].[Na+]. (4) Given the product [CH:48]1([N:44]([CH2:45][CH2:46][NH:1][CH2:2][C@@H:3]([OH:4])[C:9]2[C:14]3[O:15][CH2:16][C:17](=[O:19])[NH:18][C:13]=3[CH:12]=[CH:11][CH:10]=2)[C:42](=[O:43])[CH2:41][CH2:40][N:29]([CH2:30][CH2:31][C:32]2[CH:37]=[CH:36][C:35]([Cl:38])=[C:34]([Cl:39])[CH:33]=2)[C:28](=[O:54])[O:27][CH2:20][C:21]2[CH:26]=[CH:25][CH:24]=[CH:23][CH:22]=2)[CH2:49][CH2:50][CH2:51][CH2:52][CH2:53]1, predict the reactants needed to synthesize it. The reactants are: [NH2:1][CH2:2][C@H:3]([C:9]1[C:14]2[O:15][CH2:16][C:17](=[O:19])[NH:18][C:13]=2[CH:12]=[CH:11][CH:10]=1)[O:4][Si](C)(C)C.[CH2:20]([O:27][C:28](=[O:54])[N:29]([CH2:40][CH2:41][C:42]([N:44]([CH:48]1[CH2:53][CH2:52][CH2:51][CH2:50][CH2:49]1)[CH2:45][CH:46]=O)=[O:43])[CH2:30][CH2:31][C:32]1[CH:37]=[CH:36][C:35]([Cl:38])=[C:34]([Cl:39])[CH:33]=1)[C:21]1[CH:26]=[CH:25][CH:24]=[CH:23][CH:22]=1.S([O-])([O-])(=O)=O.[Mg+2].C(O)(=O)C.C(O[BH-](OC(=O)C)OC(=O)C)(=O)C.[Na+]. (5) Given the product [CH2:1]([C:3]1[CH:8]=[CH:7][C:6]([C:9]2[N:13]([CH3:14])[N:12]=[C:11]([C:15](=[N:17][NH:18][C:19]([C:21]3[CH:22]=[CH:23][C:24]([C:25]([OH:27])=[O:26])=[CH:29][CH:30]=3)=[O:20])[CH3:16])[C:10]=2[OH:31])=[CH:5][CH:4]=1)[CH3:2], predict the reactants needed to synthesize it. The reactants are: [CH2:1]([C:3]1[CH:8]=[CH:7][C:6]([C:9]2[N:13]([CH3:14])[N:12]=[C:11]([C:15](=[N:17][NH:18][C:19]([C:21]3[CH:30]=[CH:29][C:24]([C:25]([O:27]C)=[O:26])=[CH:23][CH:22]=3)=[O:20])[CH3:16])[C:10]=2[OH:31])=[CH:5][CH:4]=1)[CH3:2].CO.[OH-].[Na+].Cl. (6) Given the product [Cl:14][C:15]1[CH:20]=[CH:19][C:18]([C:21](=[O:30])[CH:22]([C:23]2[CH:28]=[CH:27][CH:26]=[C:25]([Cl:29])[CH:24]=2)[CH2:3][CH:2]([CH3:4])[C:1]([O:6][CH3:7])=[O:5])=[CH:17][C:16]=1[F:31], predict the reactants needed to synthesize it. The reactants are: [C:1]([O:6][CH3:7])(=[O:5])[C:2]([CH3:4])=[CH2:3].CC(C)([O-])C.[K+].[Cl:14][C:15]1[CH:20]=[CH:19][C:18]([C:21](=[O:30])[CH2:22][C:23]2[CH:28]=[CH:27][CH:26]=[C:25]([Cl:29])[CH:24]=2)=[CH:17][C:16]=1[F:31]. (7) Given the product [I:1][C:2]1[N:6]2[CH:7]=[CH:8][CH:9]=[CH:10][C:5]2=[N:4][C:3]=1[CH2:11][C@@H:12]1[CH2:17][CH2:16][CH2:15][CH2:14][NH:13]1, predict the reactants needed to synthesize it. The reactants are: [I:1][C:2]1[N:6]2[CH:7]=[CH:8][CH:9]=[CH:10][C:5]2=[N:4][C:3]=1[CH2:11][C@@H:12]1[CH2:17][CH2:16][CH2:15][CH2:14][N:13]1C(OC(C)(C)C)=O.C(O)(C(F)(F)F)=O.